Dataset: Forward reaction prediction with 1.9M reactions from USPTO patents (1976-2016). Task: Predict the product of the given reaction. (1) The product is: [CH2:8]([C:9]1[CH:18]=[C:17]2[C:12]([C:13](=[O:24])[N:14]3[CH2:23][CH2:22][CH2:21][CH2:20][CH2:19][C:15]3=[N:16]2)=[CH:11][CH:10]=1)[CH2:7][C:1]1[CH:2]=[CH:3][CH:4]=[CH:5][CH:6]=1. Given the reactants [C:1]1([C:7]#[C:8][C:9]2[CH:18]=[C:17]3[C:12]([C:13](=[O:24])[N:14]4[CH2:23][CH2:22][CH2:21][CH2:20][CH2:19][C:15]4=[N:16]3)=[CH:11][CH:10]=2)[CH:6]=[CH:5][CH:4]=[CH:3][CH:2]=1, predict the reaction product. (2) Given the reactants [Cl:1][C:2]1[CH:7]=[CH:6][C:5]([C:8]2[N:13]=[C:12]([C:14]([O:16][CH3:17])=[O:15])[CH:11]=[C:10]([N:18]=C3C=CC(=O)C=C3)[C:9]=2[F:26])=[CH:4][CH:3]=1.OS(O)(=O)=O.CC#N.O.C(Cl)Cl, predict the reaction product. The product is: [NH2:18][C:10]1[C:9]([F:26])=[C:8]([C:5]2[CH:4]=[CH:3][C:2]([Cl:1])=[CH:7][CH:6]=2)[N:13]=[C:12]([C:14]([O:16][CH3:17])=[O:15])[CH:11]=1.